Dataset: Catalyst prediction with 721,799 reactions and 888 catalyst types from USPTO. Task: Predict which catalyst facilitates the given reaction. (1) Reactant: [CH3:1][C:2]1[CH:10]=[CH:9][CH:8]=[C:4]([C:5]([OH:7])=[O:6])[C:3]=1[OH:11].[C:12](OC(=O)C)(=[O:14])[CH3:13].C([O-])(O)=O.[Na+].Cl. Product: [C:12]([O:11][C:3]1[C:2]([CH3:1])=[CH:10][CH:9]=[CH:8][C:4]=1[C:5]([OH:7])=[O:6])(=[O:14])[CH3:13]. The catalyst class is: 445. (2) Reactant: [CH2:1]([O:3][C:4]([CH:6]1[CH2:11][CH2:10][CH:9]([O:12][C:13]2[CH:18]=[CH:17][C:16]([N+:19]([O-])=O)=[C:15]([F:22])[CH:14]=2)[CH2:8][CH2:7]1)=[O:5])[CH3:2]. Product: [CH2:1]([O:3][C:4]([C@H:6]1[CH2:11][CH2:10][C@@H:9]([O:12][C:13]2[CH:18]=[CH:17][C:16]([NH2:19])=[C:15]([F:22])[CH:14]=2)[CH2:8][CH2:7]1)=[O:5])[CH3:2]. The catalyst class is: 29. (3) Reactant: [OH:1][C:2]1[C:11]2[C:10]([CH3:13])([CH3:12])[CH2:9][CH2:8][C:7]([CH3:15])([CH3:14])[C:6]=2[CH:5]=[C:4]([CH:16]=[O:17])[CH:3]=1.[H-].[Na+].[CH2:20]([O:22][CH2:23][CH2:24]Br)[CH3:21]. Product: [CH3:13][C:10]1([CH3:12])[CH2:9][CH2:8][C:7]([CH3:15])([CH3:14])[C:6]2[CH:5]=[C:4]([CH:16]=[O:17])[CH:3]=[C:2]([O:1][CH2:21][CH2:20][O:22][CH2:23][CH3:24])[C:11]1=2. The catalyst class is: 3. (4) Reactant: [Cl:1][C:2]1[CH:3]=[C:4]([NH:16][C:17]2[C:26]3[C:21](=[CH:22][C:23]([O:39][CH2:40][CH3:41])=[C:24]([NH:27][C:28](=[O:38])[CH2:29]P(OCC)(OCC)=O)[CH:25]=3)[N:20]=[CH:19][C:18]=2[C:42]#[N:43])[CH:5]=[CH:6][C:7]=1[O:8][CH2:9][C:10]1[CH:15]=[CH:14][CH:13]=[CH:12][N:11]=1.C[Si]([N-][Si](C)(C)C)(C)C.[Li+].C1(C)C=CC=CC=1.[CH:61]([C@@H:63]1[CH2:67][CH2:66][CH2:65][N:64]1[C:68]([O:70][C:71]([CH3:74])([CH3:73])[CH3:72])=[O:69])=O. Product: [Cl:1][C:2]1[CH:3]=[C:4]([NH:16][C:17]2[C:26]3[C:21](=[CH:22][C:23]([O:39][CH2:40][CH3:41])=[C:24]([NH:27][C:28](=[O:38])/[CH:29]=[CH:61]/[C@@H:63]4[CH2:67][CH2:66][CH2:65][N:64]4[C:68]([O:70][C:71]([CH3:72])([CH3:74])[CH3:73])=[O:69])[CH:25]=3)[N:20]=[CH:19][C:18]=2[C:42]#[N:43])[CH:5]=[CH:6][C:7]=1[O:8][CH2:9][C:10]1[CH:15]=[CH:14][CH:13]=[CH:12][N:11]=1. The catalyst class is: 7. (5) Reactant: [BH4-].[Na+].[N+:3]([C:6]1[CH:11]=[CH:10][C:9]([CH2:12][C:13](=[O:20])[CH2:14][C:15]([O:17][CH2:18][CH3:19])=[O:16])=[CH:8][CH:7]=1)([O-:5])=[O:4].Cl. Product: [N+:3]([C:6]1[CH:7]=[CH:8][C:9]([CH2:12][CH:13]([OH:20])[CH2:14][C:15]([O:17][CH2:18][CH3:19])=[O:16])=[CH:10][CH:11]=1)([O-:5])=[O:4]. The catalyst class is: 13.